Dataset: NCI-60 drug combinations with 297,098 pairs across 59 cell lines. Task: Regression. Given two drug SMILES strings and cell line genomic features, predict the synergy score measuring deviation from expected non-interaction effect. (1) Drug 1: CC1=CC2C(CCC3(C2CCC3(C(=O)C)OC(=O)C)C)C4(C1=CC(=O)CC4)C. Drug 2: CN(CCCl)CCCl.Cl. Cell line: SK-OV-3. Synergy scores: CSS=1.74, Synergy_ZIP=0.0251, Synergy_Bliss=1.51, Synergy_Loewe=0.614, Synergy_HSA=0.584. (2) Drug 1: CC(CN1CC(=O)NC(=O)C1)N2CC(=O)NC(=O)C2. Drug 2: CC12CCC3C(C1CCC2OP(=O)(O)O)CCC4=C3C=CC(=C4)OC(=O)N(CCCl)CCCl.[Na+]. Cell line: NCI-H226. Synergy scores: CSS=8.38, Synergy_ZIP=-0.555, Synergy_Bliss=1.53, Synergy_Loewe=-1.48, Synergy_HSA=0.978. (3) Drug 1: CC1=C(C=C(C=C1)C(=O)NC2=CC(=CC(=C2)C(F)(F)F)N3C=C(N=C3)C)NC4=NC=CC(=N4)C5=CN=CC=C5. Drug 2: CCCCC(=O)OCC(=O)C1(CC(C2=C(C1)C(=C3C(=C2O)C(=O)C4=C(C3=O)C=CC=C4OC)O)OC5CC(C(C(O5)C)O)NC(=O)C(F)(F)F)O. Cell line: NCI-H226. Synergy scores: CSS=16.9, Synergy_ZIP=-0.501, Synergy_Bliss=3.44, Synergy_Loewe=-1.20, Synergy_HSA=-2.41. (4) Drug 1: CC1=C(C=C(C=C1)C(=O)NC2=CC(=CC(=C2)C(F)(F)F)N3C=C(N=C3)C)NC4=NC=CC(=N4)C5=CN=CC=C5. Drug 2: CC1=C(C(=CC=C1)Cl)NC(=O)C2=CN=C(S2)NC3=CC(=NC(=N3)C)N4CCN(CC4)CCO. Cell line: CCRF-CEM. Synergy scores: CSS=-13.6, Synergy_ZIP=4.51, Synergy_Bliss=-6.72, Synergy_Loewe=-23.8, Synergy_HSA=-20.5. (5) Drug 1: CC1=C(C=C(C=C1)C(=O)NC2=CC(=CC(=C2)C(F)(F)F)N3C=C(N=C3)C)NC4=NC=CC(=N4)C5=CN=CC=C5. Drug 2: CC1CCC2CC(C(=CC=CC=CC(CC(C(=O)C(C(C(=CC(C(=O)CC(OC(=O)C3CCCCN3C(=O)C(=O)C1(O2)O)C(C)CC4CCC(C(C4)OC)O)C)C)O)OC)C)C)C)OC. Cell line: HCT116. Synergy scores: CSS=-2.04, Synergy_ZIP=0.686, Synergy_Bliss=-1.96, Synergy_Loewe=-5.66, Synergy_HSA=-6.23. (6) Drug 1: CC1C(C(CC(O1)OC2CC(CC3=C2C(=C4C(=C3O)C(=O)C5=C(C4=O)C(=CC=C5)OC)O)(C(=O)C)O)N)O.Cl. Drug 2: CC=C1C(=O)NC(C(=O)OC2CC(=O)NC(C(=O)NC(CSSCCC=C2)C(=O)N1)C(C)C)C(C)C. Cell line: SNB-75. Synergy scores: CSS=59.8, Synergy_ZIP=3.14, Synergy_Bliss=6.37, Synergy_Loewe=-1.51, Synergy_HSA=7.62. (7) Drug 2: COCCOC1=C(C=C2C(=C1)C(=NC=N2)NC3=CC=CC(=C3)C#C)OCCOC.Cl. Synergy scores: CSS=32.7, Synergy_ZIP=-3.94, Synergy_Bliss=2.73, Synergy_Loewe=-11.2, Synergy_HSA=2.45. Drug 1: CC12CCC3C(C1CCC2O)C(CC4=C3C=CC(=C4)O)CCCCCCCCCS(=O)CCCC(C(F)(F)F)(F)F. Cell line: TK-10. (8) Drug 1: CS(=O)(=O)C1=CC(=C(C=C1)C(=O)NC2=CC(=C(C=C2)Cl)C3=CC=CC=N3)Cl. Drug 2: CC1=C2C(C(=O)C3(C(CC4C(C3C(C(C2(C)C)(CC1OC(=O)C(C(C5=CC=CC=C5)NC(=O)OC(C)(C)C)O)O)OC(=O)C6=CC=CC=C6)(CO4)OC(=O)C)OC)C)OC. Cell line: DU-145. Synergy scores: CSS=69.9, Synergy_ZIP=16.6, Synergy_Bliss=16.9, Synergy_Loewe=-5.91, Synergy_HSA=16.0. (9) Drug 1: CC1OCC2C(O1)C(C(C(O2)OC3C4COC(=O)C4C(C5=CC6=C(C=C35)OCO6)C7=CC(=C(C(=C7)OC)O)OC)O)O. Drug 2: C1=NC(=NC(=O)N1C2C(C(C(O2)CO)O)O)N. Cell line: COLO 205. Synergy scores: CSS=47.7, Synergy_ZIP=-3.71, Synergy_Bliss=-2.63, Synergy_Loewe=-4.89, Synergy_HSA=-3.74. (10) Drug 1: C1CCC(CC1)NC(=O)N(CCCl)N=O. Drug 2: C1=CC(=CC=C1C#N)C(C2=CC=C(C=C2)C#N)N3C=NC=N3. Cell line: SW-620. Synergy scores: CSS=28.9, Synergy_ZIP=1.89, Synergy_Bliss=3.09, Synergy_Loewe=-0.714, Synergy_HSA=1.65.